From a dataset of Peptide-MHC class I binding affinity with 185,985 pairs from IEDB/IMGT. Regression. Given a peptide amino acid sequence and an MHC pseudo amino acid sequence, predict their binding affinity value. This is MHC class I binding data. (1) The MHC is HLA-B07:02 with pseudo-sequence HLA-B07:02. The peptide sequence is KSYEHQTPF. The binding affinity (normalized) is 0.200. (2) The peptide sequence is GSAKLRWFVE. The MHC is HLA-A32:01 with pseudo-sequence HLA-A32:01. The binding affinity (normalized) is 0.0747.